Predict the reaction yield, written as a fraction of the theoretical maximum amount of product (1.0 means a 100% yield; for example, 0.34 means a 34% yield). From a dataset of Reaction yield outcomes from USPTO patents with 853,638 reactions. (1) The reactants are [F:1][C:2]1[CH:10]=[CH:9][CH:8]=[C:7]([NH:11][C:12]2[N:17]=[C:16]([NH:18][C:19]3[CH:27]=[C:26]4[C:22]([CH2:23][CH2:24][NH:25]4)=[CH:21][C:20]=3[O:28][CH3:29])[NH:15][C:14]3=[N:30][CH:31]=[CH:32][C:13]=23)[C:3]=1[C:4]([NH2:6])=[O:5].Br[CH2:34][C:35](Cl)=[O:36].[CH3:38][NH2:39]. The catalyst is C1COCC1. The product is [F:1][C:2]1[CH:10]=[CH:9][CH:8]=[C:7]([NH:11][C:12]2[N:17]=[C:16]([NH:18][C:19]3[CH:27]=[C:26]4[C:22]([CH2:23][CH2:24][N:25]4[C:35](=[O:36])[CH2:34][NH:39][CH3:38])=[CH:21][C:20]=3[O:28][CH3:29])[NH:15][C:14]3=[N:30][CH:31]=[CH:32][C:13]=23)[C:3]=1[C:4]([NH2:6])=[O:5]. The yield is 0.560. (2) The catalyst is CS(C)=O.II. The product is [F:1][C:2]1[C:8]([NH:19][CH2:18][C:17]2[CH:20]=[CH:21][C:14]([F:13])=[CH:15][CH:16]=2)=[CH:7][C:5]([NH2:6])=[C:4]([N+:10]([O-:12])=[O:11])[CH:3]=1. The reactants are [F:1][C:2]1[C:8](F)=[CH:7][C:5]([NH2:6])=[C:4]([N+:10]([O-:12])=[O:11])[CH:3]=1.[F:13][C:14]1[CH:21]=[CH:20][C:17]([CH2:18][NH2:19])=[CH:16][CH:15]=1.CCN(CC)CC. The yield is 0.520. (3) The reactants are [C:1]1([C@H:7]([NH:9][C:10]([C:12]2[CH:17]=[CH:16][CH:15]=[C:14]([C:18]3[C:26]4[C:21](=[CH:22][CH:23]=[C:24]([C:27]5[N:31]=[CH:30][N:29](C(C6C=CC=CC=6)(C6C=CC=CC=6)C6C=CC=CC=6)[N:28]=5)[CH:25]=4)[N:20](C4CCCCO4)[N:19]=3)[CH:13]=2)=[O:11])[CH3:8])[CH:6]=[CH:5][CH:4]=[CH:3][CH:2]=1.Cl.C(=O)(O)[O-].[Na+]. The catalyst is O1CCOCC1. The product is [NH:28]1[C:27]([C:24]2[CH:25]=[C:26]3[C:21](=[CH:22][CH:23]=2)[NH:20][N:19]=[C:18]3[C:14]2[CH:13]=[C:12]([C:10]([NH:9][C@@H:7]([C:1]3[CH:6]=[CH:5][CH:4]=[CH:3][CH:2]=3)[CH3:8])=[O:11])[CH:17]=[CH:16][CH:15]=2)=[N:31][CH:30]=[N:29]1. The yield is 0.390. (4) The reactants are [C:1](Cl)(=O)C.[Cl:5][C:6]1[CH:14]=[C:13]([CH3:15])[C:12]([N+:16]([O-:18])=[O:17])=[CH:11][C:7]=1[C:8]([OH:10])=[O:9]. The catalyst is CO. The product is [Cl:5][C:6]1[CH:14]=[C:13]([CH3:15])[C:12]([N+:16]([O-:18])=[O:17])=[CH:11][C:7]=1[C:8]([O:10][CH3:1])=[O:9]. The yield is 1.00.